This data is from Catalyst prediction with 721,799 reactions and 888 catalyst types from USPTO. The task is: Predict which catalyst facilitates the given reaction. (1) Reactant: [F:1][C:2]1[CH:7]=[CH:6][C:5]([N:8]2[CH2:13][CH2:12][N:11]([CH:14]3[CH2:18][CH2:17][C:16]([C:19]4[NH:28][C:27](=[O:29])[C:26]5[CH2:25][C:24]6([CH2:31][CH2:30]6)[CH2:23][CH2:22][C:21]=5[N:20]=4)=[CH:15]3)[CH2:10][CH2:9]2)=[CH:4][CH:3]=1.CO.[ClH:34]. Product: [ClH:34].[F:1][C:2]1[CH:3]=[CH:4][C:5]([N:8]2[CH2:13][CH2:12][N:11]([C@@H:14]3[CH2:18][CH2:17][C:16]([C:19]4[NH:28][C:27](=[O:29])[C:26]5[CH2:25][C:24]6([CH2:30][CH2:31]6)[CH2:23][CH2:22][C:21]=5[N:20]=4)=[CH:15]3)[CH2:10][CH2:9]2)=[CH:6][CH:7]=1. The catalyst class is: 4. (2) Reactant: [NH2:1][C:2]1[N:7]=[C:6]([NH:8][CH2:9][CH2:10][CH2:11][NH:12][C:13](=[O:19])[O:14][C:15]([CH3:18])([CH3:17])[CH3:16])[CH:5]=[C:4](Cl)[N:3]=1.[CH3:21][C:22]1[C:27]([CH3:28])=[CH:26][CH:25]=[CH:24][C:23]=1B(O)O.C([O-])([O-])=O.[K+].[K+]. Product: [NH2:1][C:2]1[N:7]=[C:6]([NH:8][CH2:9][CH2:10][CH2:11][NH:12][C:13](=[O:19])[O:14][C:15]([CH3:18])([CH3:17])[CH3:16])[CH:5]=[C:4]([C:23]2[CH:24]=[CH:25][CH:26]=[C:27]([CH3:28])[C:22]=2[CH3:21])[N:3]=1. The catalyst class is: 38. (3) Reactant: [C:1]([O:5][C:6]([NH:8][CH:9]1[CH2:14][CH2:13][NH:12][CH2:11][CH2:10]1)=[O:7])([CH3:4])([CH3:3])[CH3:2].[C:15](#N)[CH3:16].CC[C:20]([C:22](Cl)=[O:23])=[O:21].C(=O)([O-])[OH:26].[Na+]. Product: [CH2:15]([O:26][C:20](=[O:21])[C:22]([N:12]1[CH2:11][CH2:10][CH:9]([NH:8][C:6]([O:5][C:1]([CH3:4])([CH3:2])[CH3:3])=[O:7])[CH2:14][CH2:13]1)=[O:23])[CH3:16]. The catalyst class is: 66. (4) Reactant: [Cl:1][CH2:2][C:3](=[O:14])[C@H:4]([O:6][Si:7]([C:10]([CH3:13])([CH3:12])[CH3:11])([CH3:9])[CH3:8])[CH3:5].[F:15][C:16]1[CH:21]=[C:20]([F:22])[CH:19]=[CH:18][C:17]=1[Mg]Br.[Cl-].[NH4+].O. Product: [Cl:1][CH2:2][C:3]([C:19]1[CH:18]=[CH:17][C:16]([F:15])=[CH:21][C:20]=1[F:22])([OH:14])[CH:4]([O:6][Si:7]([C:10]([CH3:13])([CH3:12])[CH3:11])([CH3:8])[CH3:9])[CH3:5]. The catalyst class is: 11. (5) Reactant: C[O:2][C:3]1[C:11]2[S:10][C:9]([C:12]([F:15])([F:14])[F:13])=[N:8][C:7]=2[CH:6]=[CH:5][CH:4]=1.B(Br)(Br)Br.CO.O. Product: [F:15][C:12]([F:13])([F:14])[C:9]1[S:10][C:11]2[C:3]([OH:2])=[CH:4][CH:5]=[CH:6][C:7]=2[N:8]=1. The catalyst class is: 4. (6) Reactant: [C:1]1(/[CH:7]=[CH:8]/[C:9]2[CH:14]=[CH:13][C:12]([C@@H:15]3[N:19]([C:20]([O:22][C:23]([CH3:26])([CH3:25])[CH3:24])=[O:21])[C@H:18]([C:27]([O:29][CH3:30])=[O:28])[CH2:17][CH2:16]3)=[CH:11][CH:10]=2)[CH:6]=[CH:5][CH:4]=[CH:3][CH:2]=1. Product: [C:1]1([CH2:7][CH2:8][C:9]2[CH:14]=[CH:13][C:12]([C@@H:15]3[N:19]([C:20]([O:22][C:23]([CH3:26])([CH3:25])[CH3:24])=[O:21])[C@H:18]([C:27]([O:29][CH3:30])=[O:28])[CH2:17][CH2:16]3)=[CH:11][CH:10]=2)[CH:6]=[CH:5][CH:4]=[CH:3][CH:2]=1. The catalyst class is: 19. (7) Reactant: [C:1]([N:4]1[CH2:9][CH2:8][N:7]([C:10]2[CH:15]=[CH:14][C:13]([NH:16][C:17]3[N:18]=[CH:19][C:20]4[CH:25]=[C:24]([CH:26]=[O:27])[N:23]([CH:28]([CH2:31][CH3:32])[CH2:29][CH3:30])[C:21]=4[N:22]=3)=[CH:12][CH:11]=2)[CH2:6][CH2:5]1)(=[O:3])[CH3:2].[BH4-].[Na+]. Product: [CH2:29]([CH:28]([N:23]1[C:21]2[N:22]=[C:17]([NH:16][C:13]3[CH:12]=[CH:11][C:10]([N:7]4[CH2:8][CH2:9][N:4]([C:1](=[O:3])[CH3:2])[CH2:5][CH2:6]4)=[CH:15][CH:14]=3)[N:18]=[CH:19][C:20]=2[CH:25]=[C:24]1[CH2:26][OH:27])[CH2:31][CH3:32])[CH3:30]. The catalyst class is: 5. (8) Reactant: [C:1]([C:3]1[C:4]([C:20]([F:23])([F:22])[F:21])=[C:5]2[C:9](=[CH:10][CH:11]=1)[N:8]([CH2:12][C:13](=[NH:16])[NH:14][OH:15])[C:7]([CH2:17][CH2:18][CH3:19])=[CH:6]2)#[N:2].[Cl:24][C:25]1[CH:33]=[CH:32][C:31]([I:34])=[CH:30][C:26]=1[C:27](Cl)=O.C(N(CC)CC)C. Product: [Cl:24][C:25]1[CH:33]=[CH:32][C:31]([I:34])=[CH:30][C:26]=1[C:27]1[O:15][N:14]=[C:13]([CH2:12][N:8]2[C:9]3[C:5](=[C:4]([C:20]([F:22])([F:23])[F:21])[C:3]([C:1]#[N:2])=[CH:11][CH:10]=3)[CH:6]=[C:7]2[CH2:17][CH2:18][CH3:19])[N:16]=1. The catalyst class is: 10. (9) Reactant: [C:1]([O:5][C:6]([N:8]1[CH2:14][CH2:13][C:12]2[C:15]([CH2:20]Cl)=[C:16]([Cl:19])[CH:17]=[CH:18][C:11]=2[CH2:10][CH2:9]1)=[O:7])([CH3:4])([CH3:3])[CH3:2].[NH2:22][C:23]([NH2:25])=[S:24].CCOCC. Product: [ClH:19].[C:1]([O:5][C:6]([N:8]1[CH2:14][CH2:13][C:12]2[C:15]([CH2:20][S:24][C:23](=[NH:22])[NH2:25])=[C:16]([Cl:19])[CH:17]=[CH:18][C:11]=2[CH2:10][CH2:9]1)=[O:7])([CH3:4])([CH3:3])[CH3:2]. The catalyst class is: 12. (10) Reactant: [CH3:1][C:2]1[CH:11]=[C:10]([CH2:12][OH:13])[C:9]2[C:4](=[CH:5][CH:6]=[CH:7][CH:8]=2)[N:3]=1.[H-].[Na+].CC1C=CC(S([O:26][CH2:27][CH:28]2[CH2:33][CH2:32][N:31]([C:34]([O:36][C:37]([CH3:40])([CH3:39])[CH3:38])=[O:35])[CH2:30][CH2:29]2)(=O)=O)=CC=1. Product: [CH3:1][C:2]1[CH:11]=[C:10]([CH2:12][O:13][CH2:27][CH:28]2[CH2:33][CH2:32][NH:31][CH2:30][CH2:29]2)[C:9]2[C:4](=[CH:5][CH:6]=[CH:7][CH:8]=2)[N:3]=1.[CH3:1][C:2]1[CH:11]=[C:10]([CH2:12][O:26][CH2:27][CH:28]2[CH2:29][CH2:30][N:31]([C:34]([O:36][C:37]([CH3:38])([CH3:39])[CH3:40])=[O:35])[CH2:32][CH2:33]2)[C:9]2[C:4](=[CH:5][CH:6]=[CH:7][CH:8]=2)[N:3]=1. The catalyst class is: 3.